This data is from Peptide-MHC class I binding affinity with 185,985 pairs from IEDB/IMGT. The task is: Regression. Given a peptide amino acid sequence and an MHC pseudo amino acid sequence, predict their binding affinity value. This is MHC class I binding data. (1) The peptide sequence is SAWESFWRI. The MHC is HLA-A02:01 with pseudo-sequence HLA-A02:01. The binding affinity (normalized) is 0.763. (2) The peptide sequence is KTFEWGVFY. The MHC is SLA-10401 with pseudo-sequence SLA-10401. The binding affinity (normalized) is 0.482. (3) The peptide sequence is TVYYGVPVWK. The MHC is HLA-B44:03 with pseudo-sequence HLA-B44:03. The binding affinity (normalized) is 0. (4) The peptide sequence is IAISFYHGF. The MHC is HLA-B58:01 with pseudo-sequence HLA-B58:01. The binding affinity (normalized) is 1.00. (5) The peptide sequence is RYMRVYNLW. The MHC is HLA-A24:02 with pseudo-sequence HLA-A24:02. The binding affinity (normalized) is 0.936. (6) The peptide sequence is LEKARGSTY. The MHC is HLA-B35:01 with pseudo-sequence HLA-B35:01. The binding affinity (normalized) is 0.